Dataset: Full USPTO retrosynthesis dataset with 1.9M reactions from patents (1976-2016). Task: Predict the reactants needed to synthesize the given product. (1) Given the product [CH3:20][C:16]1[NH:17][C:18](=[O:19])[C:13]([C:11]2[N:12]=[C:8]([C:6]3[CH:5]=[CH:4][N:3]=[C:2]([NH:26][CH2:27][C:28]4[CH:33]=[CH:32][CH:31]=[CH:30][N:29]=4)[CH:7]=3)[S:9][CH:10]=2)=[CH:14][C:15]=1[C:21]([O:23][CH2:24][CH3:25])=[O:22], predict the reactants needed to synthesize it. The reactants are: Cl[C:2]1[CH:7]=[C:6]([C:8]2[S:9][CH:10]=[C:11]([C:13]3[C:18](=[O:19])[NH:17][C:16]([CH3:20])=[C:15]([C:21]([O:23][CH2:24][CH3:25])=[O:22])[CH:14]=3)[N:12]=2)[CH:5]=[CH:4][N:3]=1.[NH2:26][CH2:27][C:28]1[CH:33]=[CH:32][CH:31]=[CH:30][N:29]=1. (2) Given the product [CH:13]12[CH2:14][NH:15][CH:16]1[CH2:17][N:11]([C:9]1[C:10]3[C:2]([Cl:1])=[C:3]([CH2:36][CH3:37])[NH:4][C:5]=3[N:6]=[C:7]([S:25][C:26]3[CH:35]=[N:34][C:33]4[C:28](=[N:29][CH:30]=[CH:31][N:32]=4)[CH:27]=3)[N:8]=1)[CH2:12]2, predict the reactants needed to synthesize it. The reactants are: [Cl:1][C:2]1[C:10]2[C:9]([N:11]3[CH2:17][CH:16]4[CH:13]([CH2:14][N:15]4C(OC(C)(C)C)=O)[CH2:12]3)=[N:8][C:7]([S:25][C:26]3[CH:35]=[N:34][C:33]4[C:28](=[N:29][CH:30]=[CH:31][N:32]=4)[CH:27]=3)=[N:6][C:5]=2[NH:4][C:3]=1[CH2:36][CH3:37]. (3) Given the product [C:48]([O:52][C:46](=[O:31])[NH:43][C:16]1[C:17]([CH2:19][CH3:20])=[N:18][N:12]2[C:11]([C:4]3[CH:5]=[CH:6][C:7]([O:9][CH3:10])=[CH:8][C:3]=3[O:2][CH3:1])=[CH:15][O:14][C:13]=12)([CH3:51])([CH3:50])[CH3:49], predict the reactants needed to synthesize it. The reactants are: [CH3:1][O:2][C:3]1[CH:8]=[C:7]([O:9][CH3:10])[CH:6]=[CH:5][C:4]=1[C:11]1[N:12]2[N:18]=[C:17]([CH2:19][CH3:20])[C:16](C(O)=O)=[C:13]2[O:14][CH:15]=1.C1(P(N=[N+]=[N-])(C2C=CC=CC=2)=[O:31])C=CC=CC=1.C([N:43]([CH2:46]C)CC)C.[C:48]([OH:52])([CH3:51])([CH3:50])[CH3:49]. (4) Given the product [NH2:33][C:31]1[N:32]=[C:28]([CH2:27][C:26]([N:9]2[CH2:10][CH2:11][N:12]([C:14]3[CH:19]=[CH:18][C:17]([O:20][CH3:21])=[C:16]([O:22][CH:23]([CH3:24])[CH3:25])[CH:15]=3)[CH2:13][C@@H:8]2[CH2:1][C:2]2[CH:3]=[CH:4][CH:5]=[CH:6][CH:7]=2)=[O:36])[NH:29][N:30]=1, predict the reactants needed to synthesize it. The reactants are: [CH2:1]([C@H:8]1[CH2:13][N:12]([C:14]2[CH:19]=[CH:18][C:17]([O:20][CH3:21])=[C:16]([O:22][CH:23]([CH3:25])[CH3:24])[CH:15]=2)[CH2:11][CH2:10][N:9]1[C:26](=[O:36])[CH2:27][C:28]1[N:32]=[C:31]([N+:33]([O-])=O)[NH:30][N:29]=1)[C:2]1[CH:7]=[CH:6][CH:5]=[CH:4][CH:3]=1.C([O-])=O.[NH4+]. (5) Given the product [C:25]([O:29][C:30]([N:32]1[CH2:33][CH2:34][CH2:35][C:36]1=[O:37])=[O:31])([CH3:28])([CH3:26])[CH3:27], predict the reactants needed to synthesize it. The reactants are: F[P-](F)(F)(F)(F)F.N1(C=[N+]2CCCC2)CCCC1.CC(C)([O-])C.[K+].[C:25]([O:29][C:30]([N:32]1[C:36](=[O:37])[CH2:35][CH2:34][C@H:33]1CC1C=CC(C2C=CC=CC=2)=CC=1)=[O:31])([CH3:28])([CH3:27])[CH3:26].